From a dataset of Full USPTO retrosynthesis dataset with 1.9M reactions from patents (1976-2016). Predict the reactants needed to synthesize the given product. (1) The reactants are: Br[C:2]1[CH:7]=[CH:6][C:5]([CH3:8])=[CH:4][CH:3]=1.C([Li])CCC.CCCCCC.C([O:24][B:25](OCCCC)[O:26]CCCC)CCC.Cl. Given the product [CH3:8][C:5]1[CH:6]=[CH:7][C:2]([B:25]([OH:26])[OH:24])=[CH:3][CH:4]=1, predict the reactants needed to synthesize it. (2) Given the product [CH2:23]([O:22][C:21]1[CH:20]=[C:19]2[C:14]([C:15](=[O:30])[N:16]([CH2:37][C:31]([O:32][C:2]([CH3:4])([CH3:3])[CH3:1])=[O:34])[CH:17]=[N:18]2)=[CH:13][C:12]=1[O:11][CH3:10])[C:24]1[CH:25]=[CH:26][CH:27]=[CH:28][CH:29]=1, predict the reactants needed to synthesize it. The reactants are: [C:1](OCCl)(=O)[C:2](C)([CH3:4])[CH3:3].[CH3:10][O:11][C:12]1[CH:13]=[C:14]2[C:19](=[CH:20][C:21]=1[O:22][CH2:23][C:24]1[CH:29]=[CH:28][CH:27]=[CH:26][CH:25]=1)[N:18]=[CH:17][NH:16][C:15]2=[O:30].[C:31](=[O:34])([O-])[O-:32].[K+].[K+].[CH3:37]C(N(C)C)=O.